From a dataset of TCR-epitope binding with 47,182 pairs between 192 epitopes and 23,139 TCRs. Binary Classification. Given a T-cell receptor sequence (or CDR3 region) and an epitope sequence, predict whether binding occurs between them. (1) The epitope is FLYNLLTRV. The TCR CDR3 sequence is CASSEGPAYEQYF. Result: 0 (the TCR does not bind to the epitope). (2) The epitope is TEILPVSMTK. The TCR CDR3 sequence is CASSLDIGVSEAFF. Result: 0 (the TCR does not bind to the epitope).